This data is from Peptide-MHC class I binding affinity with 185,985 pairs from IEDB/IMGT. The task is: Regression. Given a peptide amino acid sequence and an MHC pseudo amino acid sequence, predict their binding affinity value. This is MHC class I binding data. (1) The peptide sequence is RARIKTRLF. The MHC is HLA-A11:01 with pseudo-sequence HLA-A11:01. The binding affinity (normalized) is 0.0847. (2) The peptide sequence is CYMHVSDFY. The MHC is HLA-A01:01 with pseudo-sequence HLA-A01:01. The binding affinity (normalized) is 0.0847. (3) The peptide sequence is YYRPGVNLSL. The MHC is HLA-A24:02 with pseudo-sequence HLA-A24:02. The binding affinity (normalized) is 0.655. (4) The peptide sequence is WRDDSRGRW. The MHC is HLA-A31:01 with pseudo-sequence HLA-A31:01. The binding affinity (normalized) is 0.0847.